This data is from Peptide-MHC class II binding affinity with 134,281 pairs from IEDB. The task is: Regression. Given a peptide amino acid sequence and an MHC pseudo amino acid sequence, predict their binding affinity value. This is MHC class II binding data. (1) The peptide sequence is AQAAVVRFQEAANKQ. The MHC is DRB1_0301 with pseudo-sequence DRB1_0301. The binding affinity (normalized) is 0. (2) The peptide sequence is KNLYDHALMSIISTF. The MHC is DRB3_0101 with pseudo-sequence DRB3_0101. The binding affinity (normalized) is 0.349. (3) The peptide sequence is DQEYHRLIHSLSKTS. The MHC is DRB1_0401 with pseudo-sequence DRB1_0401. The binding affinity (normalized) is 0.385. (4) The peptide sequence is KYTVIITVHTGDQHQ. The MHC is DRB1_0404 with pseudo-sequence DRB1_0404. The binding affinity (normalized) is 0.848. (5) The peptide sequence is NLRLKGVTCRLFRQQ. The MHC is DRB1_0404 with pseudo-sequence DRB1_0404. The binding affinity (normalized) is 0.486. (6) The peptide sequence is QEVFKAIQSLKTTEV. The MHC is HLA-DPA10201-DPB10501 with pseudo-sequence HLA-DPA10201-DPB10501. The binding affinity (normalized) is 0.454. (7) The peptide sequence is SINYRTEIDKPCQHH. The MHC is HLA-DPA10103-DPB10401 with pseudo-sequence HLA-DPA10103-DPB10401. The binding affinity (normalized) is 0. (8) The peptide sequence is AAAPAGTTVYGAFAA. The MHC is HLA-DPA10103-DPB10401 with pseudo-sequence HLA-DPA10103-DPB10401. The binding affinity (normalized) is 0.134. (9) The peptide sequence is MSGHALAARTLLAAA. The MHC is DRB3_0101 with pseudo-sequence DRB3_0101. The binding affinity (normalized) is 0.232. (10) The peptide sequence is QGVTVDSIGMLP. The MHC is DRB1_1101 with pseudo-sequence DRB1_1101. The binding affinity (normalized) is 0.